Dataset: Reaction yield outcomes from USPTO patents with 853,638 reactions. Task: Predict the reaction yield, written as a fraction of the theoretical maximum amount of product (1.0 means a 100% yield; for example, 0.34 means a 34% yield). (1) The reactants are O=S(Cl)Cl.[C:5]([C:9]1[NH:10][C:11]2[C:16]([CH:17]=1)=[CH:15][C:14]([N+:18]([O-:20])=[O:19])=[CH:13][C:12]=2[C:21]([OH:23])=[O:22])([CH3:8])([CH3:7])[CH3:6].[CH3:24]O. No catalyst specified. The product is [C:5]([C:9]1[CH:17]=[C:16]2[C:11](=[C:12]([C:21]([O:23][CH3:24])=[O:22])[CH:13]=[C:14]([N+:18]([O-:20])=[O:19])[CH2:15]2)[N:10]=1)([CH3:8])([CH3:6])[CH3:7]. The yield is 0.700. (2) The reactants are ClC(Cl)(Cl)C([N:5]1[CH2:10][CH2:9][N:8]([C:11]2[CH:16]=[C:15]([S:17]([N:20]3[C:28]4[C:23](=[CH:24][C:25]([F:29])=[CH:26][CH:27]=4)[C:22]([CH3:30])=[CH:21]3)(=[O:19])=[O:18])[CH:14]=[CH:13][C:12]=2[O:31][CH3:32])[CH2:7][CH2:6]1)=O.[OH-].[K+]. The catalyst is C1COCC1. The product is [F:29][C:25]1[CH:24]=[C:23]2[C:28](=[CH:27][CH:26]=1)[N:20]([S:17]([C:15]1[CH:14]=[CH:13][C:12]([O:31][CH3:32])=[C:11]([N:8]3[CH2:9][CH2:10][NH:5][CH2:6][CH2:7]3)[CH:16]=1)(=[O:19])=[O:18])[CH:21]=[C:22]2[CH3:30]. The yield is 0.773. (3) The reactants are [CH:1]1[C:13]2[NH:12][C:11]3[C:6](=[CH:7][CH:8]=[CH:9][CH:10]=3)[C:5]=2[C:4]([OH:14])=[CH:3][CH:2]=1.[Br:15]N1C(=O)CCC1=O. The catalyst is C(#N)C. The product is [Br:15][C:3]1[CH:2]=[CH:1][C:13]2[NH:12][C:11]3[C:6]([C:5]=2[C:4]=1[OH:14])=[CH:7][CH:8]=[CH:9][CH:10]=3. The yield is 0.340.